This data is from Full USPTO retrosynthesis dataset with 1.9M reactions from patents (1976-2016). The task is: Predict the reactants needed to synthesize the given product. (1) Given the product [CH:1]1([N:4]([C@@H:5]2[CH2:10][CH2:9][N:8]([C:11]3[CH:16]=[CH:15][C:14]([C:17]([F:18])([F:20])[F:19])=[CH:13][N:12]=3)[CH2:7][C@@H:6]2[F:21])[C:32](=[O:33])[C:31]2[CH:35]=[CH:36][C:28]([N:27]3[C:23]([CH3:22])=[N:24][N:25]=[N:26]3)=[CH:29][CH:30]=2)[CH2:2][CH2:3]1, predict the reactants needed to synthesize it. The reactants are: [CH:1]1([NH:4][C@@H:5]2[CH2:10][CH2:9][N:8]([C:11]3[CH:16]=[CH:15][C:14]([C:17]([F:20])([F:19])[F:18])=[CH:13][N:12]=3)[CH2:7][C@@H:6]2[F:21])[CH2:3][CH2:2]1.[CH3:22][C:23]1[N:27]([C:28]2[CH:36]=[CH:35][C:31]([C:32](O)=[O:33])=[CH:30][CH:29]=2)[N:26]=[N:25][N:24]=1. (2) Given the product [OH:8][CH2:9][C@@H:10]([N:14]1[C:23]2[C:18](=[CH:19][C:20]([CH2:26][NH:27][C:28]3[C:29]([F:36])=[CH:30][C:31]([F:35])=[CH:32][C:33]=3[F:34])=[C:21]([O:24][CH3:25])[N:22]=2)[C:17](=[O:37])[C:16]([C:38]([OH:40])=[O:39])=[CH:15]1)[CH:11]([CH3:13])[CH3:12], predict the reactants needed to synthesize it. The reactants are: [Si]([O:8][CH2:9][C@@H:10]([N:14]1[C:23]2[C:18](=[CH:19][C:20]([CH2:26][NH:27][C:28]3[C:33]([F:34])=[CH:32][C:31]([F:35])=[CH:30][C:29]=3[F:36])=[C:21]([O:24][CH3:25])[N:22]=2)[C:17](=[O:37])[C:16]([C:38]([O:40]CC)=[O:39])=[CH:15]1)[CH:11]([CH3:13])[CH3:12])(C(C)(C)C)(C)C.C[O-].[Na+].Cl.